From a dataset of Retrosynthesis with 50K atom-mapped reactions and 10 reaction types from USPTO. Predict the reactants needed to synthesize the given product. (1) Given the product CC(Oc1cc(-n2cnc3cnc(CO)cc32)sc1C(N)=O)c1ccccc1OC(F)F, predict the reactants needed to synthesize it. The reactants are: CC(Oc1cc(-n2cnc3cnc(CO[Si](C)(C)C(C)(C)C)cc32)sc1C(N)=O)c1ccccc1OC(F)F. (2) Given the product Cc1cnc(CNC(=O)c2sc(-n3ccc(OCc4ccccc4)cc3=O)nc2C)cn1, predict the reactants needed to synthesize it. The reactants are: Cc1cnc(CN)cn1.Cc1nc(-n2ccc(OCc3ccccc3)cc2=O)sc1C(=O)O. (3) Given the product O=C(Cc1ccc(OCc2ccsc2)cc1)NC1(C(=O)O)Cc2ccc(-c3ccc(Cl)cc3)cc2C1, predict the reactants needed to synthesize it. The reactants are: CCOC(=O)C1(NC(=O)Cc2ccc(OCc3ccsc3)cc2)Cc2ccc(-c3ccc(Cl)cc3)cc2C1. (4) The reactants are: O=C(O)CCC(=O)c1ccc(-c2cccc(Cl)c2)cc1. Given the product O=C(O)CCC(O)c1ccc(-c2cccc(Cl)c2)cc1, predict the reactants needed to synthesize it. (5) Given the product CC(=O)Nc1ccc(-c2cc3[nH]c(=O)[nH]c3nc2C)cc1, predict the reactants needed to synthesize it. The reactants are: CC(=O)OC(C)=O.Cc1nc2[nH]c(=O)[nH]c2cc1-c1ccc(N)cc1. (6) Given the product O=C(NCc1cccs1)c1cc2nc(-c3ccc(Br)cc3)cc(C(F)(F)F)n2n1, predict the reactants needed to synthesize it. The reactants are: NCc1cccs1.O=C(O)c1cc2nc(-c3ccc(Br)cc3)cc(C(F)(F)F)n2n1. (7) Given the product C=C(CCl)COc1ccc(CNc2nc(Nc3ccc(C(=O)NCC(C)(C)CN)cc3)nc(OCC(F)(F)F)n2)cc1, predict the reactants needed to synthesize it. The reactants are: C=C(CCl)COc1ccc(CNc2nc(Nc3ccc(C(=O)NCC(C)(C)CNC(=O)OC(C)(C)C)cc3)nc(OCC(F)(F)F)n2)cc1. (8) Given the product Fc1cccc(Cl)c1-c1c(Cl)cc(-c2ncccn2)nc1Cl, predict the reactants needed to synthesize it. The reactants are: CCCC[Sn](CCCC)(CCCC)c1ncccn1.Fc1cccc(Cl)c1-c1c(Cl)cc(Cl)nc1Cl.